The task is: Predict the product of the given reaction.. This data is from Forward reaction prediction with 1.9M reactions from USPTO patents (1976-2016). Given the reactants [Cl:1][C:2]1[CH:7]=[CH:6][CH:5]=[C:4]([N+:8]([O-])=O)[C:3]=1[CH2:11][CH2:12][N:13]([CH2:15][C:16]([OH:18])=O)[CH3:14].[H][H].C1(N=C=NC2CCCCC2)CCCCC1, predict the reaction product. The product is: [Cl:1][C:2]1[C:3]2[CH2:11][CH2:12][N:13]([CH3:14])[CH2:15][C:16](=[O:18])[NH:8][C:4]=2[CH:5]=[CH:6][CH:7]=1.